From a dataset of Reaction yield outcomes from USPTO patents with 853,638 reactions. Predict the reaction yield, written as a fraction of the theoretical maximum amount of product (1.0 means a 100% yield; for example, 0.34 means a 34% yield). (1) The reactants are [C:1]1([C:11]2[CH:16]=[CH:15][CH:14]=[CH:13][CH:12]=2)[CH:6]=[CH:5][C:4]([C:7](=[O:10])[CH2:8]Br)=[CH:3][CH:2]=1.CCO.[N-:20]=[N+]=[N-].[Na+].[BH4-].[Na+]. The catalyst is CO. The product is [NH2:20][CH2:8][CH:7]([C:4]1[CH:5]=[CH:6][C:1]([C:11]2[CH:16]=[CH:15][CH:14]=[CH:13][CH:12]=2)=[CH:2][CH:3]=1)[OH:10]. The yield is 0.800. (2) The reactants are [NH2:1][C:2]1[CH:28]=[C:27]([Cl:29])[CH:26]=[CH:25][C:3]=1[O:4][CH2:5][CH2:6][CH2:7][N:8]1[CH2:13][CH2:12][C:11]([CH2:15][C:16]2[CH:21]=[CH:20][C:19]([Cl:22])=[CH:18][CH:17]=2)([OH:14])[C:10]([CH3:24])([CH3:23])[CH2:9]1.C(N(CC)CC)C.[C:37](Cl)(=[O:39])[CH3:38]. The catalyst is C1COCC1. The product is [Cl:29][C:27]1[CH:26]=[CH:25][C:3]([O:4][CH2:5][CH2:6][CH2:7][N:8]2[CH2:13][CH2:12][C:11]([CH2:15][C:16]3[CH:21]=[CH:20][C:19]([Cl:22])=[CH:18][CH:17]=3)([OH:14])[C:10]([CH3:24])([CH3:23])[CH2:9]2)=[C:2]([NH:1][C:37](=[O:39])[CH3:38])[CH:28]=1. The yield is 0.320. (3) The reactants are [C:1]([C:5]1[CH:10]=[CH:9][C:8]([C:11]2[CH:12]=[C:13]3[C:17](=[CH:18][CH:19]=2)[N:16]([C:20]2[CH:25]=[CH:24][C:23]([O:26][CH:27]4[CH2:31][CH2:30][CH2:29][CH2:28]4)=[CH:22][CH:21]=2)[C:15]([C:32](Cl)=[O:33])=[CH:14]3)=[CH:7][CH:6]=1)([CH3:4])([CH3:3])[CH3:2].Cl.[CH2:36]([O:38][C:39](=[O:42])[CH2:40][NH2:41])[CH3:37].CCN(CC)CC.C([O-])(O)=O.[Na+]. The catalyst is C(Cl)Cl. The product is [CH2:36]([O:38][C:39](=[O:42])[CH2:40][NH:41][C:32]([C:15]1[N:16]([C:20]2[CH:21]=[CH:22][C:23]([O:26][CH:27]3[CH2:31][CH2:30][CH2:29][CH2:28]3)=[CH:24][CH:25]=2)[C:17]2[C:13]([CH:14]=1)=[CH:12][C:11]([C:8]1[CH:7]=[CH:6][C:5]([C:1]([CH3:4])([CH3:3])[CH3:2])=[CH:10][CH:9]=1)=[CH:19][CH:18]=2)=[O:33])[CH3:37]. The yield is 0.670. (4) The reactants are [CH3:1][O:2][C:3](=[O:16])[CH:4]=[CH:5][C:6]1[CH:11]=[CH:10][CH:9]=[C:8]([S:12](Cl)(=[O:14])=[O:13])[CH:7]=1.[CH2:17]([NH2:27])[C:18]1[CH:26]=[CH:25][C:24]2[O:23][CH2:22][O:21][C:20]=2[CH:19]=1.C([O-])(O)=O.[Na+]. The catalyst is O1CCOCC1.O. The product is [CH3:1][O:2][C:3](=[O:16])[CH:4]=[CH:5][C:6]1[CH:11]=[CH:10][CH:9]=[C:8]([S:12](=[O:14])(=[O:13])[NH:27][CH2:17][C:18]2[CH:26]=[CH:25][C:24]3[O:23][CH2:22][O:21][C:20]=3[CH:19]=2)[CH:7]=1. The yield is 0.810. (5) The reactants are C(N(CC)CC)C.[CH3:8][N:9]1[CH2:14][CH2:13][NH:12][CH2:11][CH2:10]1.[C:15]([C:19]1[O:20][C:21]2[C:27]([S:28](Cl)(=[O:30])=[O:29])=[C:26]([Cl:32])[CH:25]=[CH:24][C:22]=2[N:23]=1)([CH3:18])([CH3:17])[CH3:16].O. The catalyst is O1CCCC1. The product is [C:15]([C:19]1[O:20][C:21]2[C:27]([S:28]([N:12]3[CH2:13][CH2:14][N:9]([CH3:8])[CH2:10][CH2:11]3)(=[O:30])=[O:29])=[C:26]([Cl:32])[CH:25]=[CH:24][C:22]=2[N:23]=1)([CH3:18])([CH3:16])[CH3:17]. The yield is 0.980. (6) The reactants are [Li+].[OH-].C([O:5][C:6]([C:8]1[NH:9][C:10]([C:13]2[CH:18]=[CH:17][CH:16]=[CH:15][CH:14]=2)=[CH:11][CH:12]=1)=[O:7])C.O.Cl. The catalyst is C1COCC1.CO.O. The product is [C:13]1([C:10]2[NH:9][C:8]([C:6]([OH:7])=[O:5])=[CH:12][CH:11]=2)[CH:14]=[CH:15][CH:16]=[CH:17][CH:18]=1. The yield is 0.638. (7) The reactants are [F:1][C:2]([F:12])([F:11])[C:3]1[N:4]=[C:5]([C:8](=[NH:10])[NH2:9])[S:6][CH:7]=1.CC[O-].[Na+].O=[C:18]([C:25]1[S:26][CH:27]=[C:28]([C:30]([F:33])([F:32])[F:31])[N:29]=1)[CH2:19][C:20](OCC)=[O:21]. The catalyst is C(O)C. The product is [F:12][C:2]([F:1])([F:11])[C:3]1[N:4]=[C:5]([C:8]2[N:9]=[C:20]([OH:21])[CH:19]=[C:18]([C:25]3[S:26][CH:27]=[C:28]([C:30]([F:32])([F:33])[F:31])[N:29]=3)[N:10]=2)[S:6][CH:7]=1. The yield is 0.110. (8) The reactants are Br[C:2]1[N:10]=[CH:9][C:8]2[NH:7][C:6]3[N:11]=[CH:12][C:13]([C:15]4[CH:20]=[CH:19][C:18]([CH2:21][N:22]5[CH2:27][CH2:26][CH:25]([C:28]([F:31])([F:30])[F:29])[CH2:24][CH2:23]5)=[CH:17][CH:16]=4)=[CH:14][C:5]=3[C:4]=2[CH:3]=1.[CH3:32][N:33]1[CH:37]=[C:36](B2OC(C)(C)C(C)(C)O2)[CH:35]=[N:34]1. The catalyst is C(#N)C.C(=O)([O-])[O-].[Na+].[Na+]. The product is [CH3:32][N:33]1[CH:37]=[C:36]([C:2]2[N:10]=[CH:9][C:8]3[NH:7][C:6]4[N:11]=[CH:12][C:13]([C:15]5[CH:20]=[CH:19][C:18]([CH2:21][N:22]6[CH2:27][CH2:26][CH:25]([C:28]([F:30])([F:29])[F:31])[CH2:24][CH2:23]6)=[CH:17][CH:16]=5)=[CH:14][C:5]=4[C:4]=3[CH:3]=2)[CH:35]=[N:34]1. The yield is 0.310. (9) The reactants are [OH:1][C:2]1[CH:24]=[CH:23][C:5]([CH2:6][N:7]2[C:11]3=[N:12][CH:13]=[C:14]([I:16])[CH:15]=[C:10]3[N:9]=[C:8]2[NH:17][C:18](=[O:22])[O:19][CH2:20][CH3:21])=[CH:4][C:3]=1[O:25][CH3:26].[OH-].[Na+].Cl[CH2:30][C:31]1[CH:32]=[CH:33][C:34]([O:37][CH3:38])=[N:35][CH:36]=1. The catalyst is CN(C)C=O.O1CCCC1.[Cl-].[Na+].O. The product is [I:16][C:14]1[CH:15]=[C:10]2[N:9]=[C:8]([NH:17][C:18](=[O:22])[O:19][CH2:20][CH3:21])[N:7]([CH2:6][C:5]3[CH:23]=[CH:24][C:2]([O:1][CH2:30][C:31]4[CH:36]=[N:35][C:34]([O:37][CH3:38])=[CH:33][CH:32]=4)=[C:3]([O:25][CH3:26])[CH:4]=3)[C:11]2=[N:12][CH:13]=1. The yield is 0.710. (10) The reactants are [O:1]1[C:5]2([CH2:10][CH2:9][CH:8]([OH:11])[CH2:7][CH2:6]2)[O:4][CH2:3][CH2:2]1.Br[CH2:13][CH2:14][CH3:15].[H-].[Na+].O. The catalyst is CN1CCCC1=O. The product is [CH2:13]([O:11][CH:8]1[CH2:9][CH2:10][C:5]2([O:4][CH2:3][CH2:2][O:1]2)[CH2:6][CH2:7]1)[CH2:14][CH3:15]. The yield is 0.680.